From a dataset of Forward reaction prediction with 1.9M reactions from USPTO patents (1976-2016). Predict the product of the given reaction. (1) Given the reactants [CH2:1]([C:8]1[S:12][C:11]([N:13]([CH2:17][CH2:18][OH:19])[CH2:14][CH2:15][OH:16])=[N:10][C:9]=1[C:20]1[CH:25]=[CH:24][C:23]([O:26]C)=[CH:22][CH:21]=1)[C:2]1[CH:7]=[CH:6][CH:5]=[CH:4][CH:3]=1.B(Br)(Br)Br, predict the reaction product. The product is: [CH2:1]([C:8]1[S:12][C:11]([N:13]([CH2:17][CH2:18][OH:19])[CH2:14][CH2:15][OH:16])=[N:10][C:9]=1[C:20]1[CH:25]=[CH:24][C:23]([OH:26])=[CH:22][CH:21]=1)[C:2]1[CH:7]=[CH:6][CH:5]=[CH:4][CH:3]=1. (2) Given the reactants [Cl:1][C:2]1[CH:7]=[CH:6][CH:5]=[CH:4][C:3]=1[CH2:8][C:9](=[O:11])[CH3:10].C1C=C[NH+]=CC=1.[O-:18][Cr](Cl)(=O)=O.N1C=CC=CC=1, predict the reaction product. The product is: [Cl:1][C:2]1[CH:7]=[CH:6][CH:5]=[CH:4][C:3]=1[C:8](=[O:18])[C:9](=[O:11])[CH3:10]. (3) Given the reactants Br[C:2]1[N:3]=[C:4]([C:9]2[O:10][C:11]([C:14]3[CH:19]=[CH:18][CH:17]=[CH:16][CH:15]=3)=[N:12][N:13]=2)[C:5]([NH2:8])=[N:6][CH:7]=1.[C:20]([NH:23][C:24]1[CH:29]=[CH:28][CH:27]=[CH:26][C:25]=1B(O)O)(=[O:22])[CH3:21].C([O-])([O-])=O.[Na+].[Na+].O1CCOCC1, predict the reaction product. The product is: [NH2:8][C:5]1[N:6]=[CH:7][C:2]([C:25]2[CH:26]=[CH:27][CH:28]=[CH:29][C:24]=2[NH:23][C:20](=[O:22])[CH3:21])=[N:3][C:4]=1[C:9]1[O:10][C:11]([C:14]2[CH:19]=[CH:18][CH:17]=[CH:16][CH:15]=2)=[N:12][N:13]=1. (4) The product is: [F:53][C:20]([F:54])([F:19])[C:21]1[CH:26]=[C:25]([C:27]2[O:31][N:30]=[C:29]([C:32]3[CH:37]=[CH:36][C:35]([S:38]([NH:41][CH:69]([CH3:70])[C:68]([OH:67])=[O:77])(=[O:39])=[O:40])=[CH:34][CH:33]=3)[CH:28]=2)[CH:24]=[CH:23][C:22]=1[C:47]1[CH:48]=[CH:49][CH:50]=[CH:51][CH:52]=1.[F:53][C:20]([F:19])([F:54])[C:21]1[CH:26]=[C:25]([C:27]2[O:31][N:30]=[C:29]([C:32]3[CH:33]=[CH:34][C:35]([S:38]([NH:41][CH2:42][CH2:43][C:44]([NH2:57])=[O:45])(=[O:39])=[O:40])=[CH:36][CH:37]=3)[CH:28]=2)[CH:24]=[CH:23][C:22]=1[C:47]1[CH:52]=[CH:51][CH:50]=[CH:49][CH:48]=1. Given the reactants C(C1C=CC(C2C=CC=CC=2)=C(C(F)(F)F)C=1)#C.[F:19][C:20]([F:54])([F:53])[C:21]1[CH:26]=[C:25]([C:27]2[O:31][N:30]=[C:29]([C:32]3[CH:37]=[CH:36][C:35]([S:38]([NH:41][CH2:42][CH2:43][C:44](O)=[O:45])(=[O:40])=[O:39])=[CH:34][CH:33]=3)[CH:28]=2)[CH:24]=[CH:23][C:22]=1[C:47]1[CH:52]=[CH:51][CH:50]=[CH:49][CH:48]=1.Cl.C[N:57](C)CCCN=C=NCC.[OH:67][C:68]1C2N=NNC=2C=[CH:70][CH:69]=1.[OH2:77].C(N(C(C)C)CC)(C)C, predict the reaction product. (5) Given the reactants [O:1]1[CH:5]=[CH:4][CH:3]=[C:2]1[C:6](=O)[C:7]([OH:9])=[O:8].Cl.[CH3:12][O:13][NH2:14].C([O-])([O-])=O.[Na+].[Na+].Cl, predict the reaction product. The product is: [O:1]1[CH:5]=[CH:4][CH:3]=[C:2]1[C:6](=[N:14][O:13][CH3:12])[C:7]([OH:9])=[O:8]. (6) Given the reactants [Cl:1][C:2]1[CH:26]=[CH:25][C:5]([CH2:6][N:7]2[C:15]3[C:10](=[CH:11][C:12]([CH:16]=[C:17]4[S:21][CH:20](SC)[NH:19][C:18]4=[O:24])=[CH:13][CH:14]=3)[CH:9]=[N:8]2)=[C:4]([C:27]([F:30])([F:29])[F:28])[CH:3]=1.[CH2:31]([O:33][C:34]([N:36]1[CH2:41][CH2:40][CH:39]([NH:42][CH3:43])[CH2:38][CH2:37]1)=[O:35])[CH3:32], predict the reaction product. The product is: [CH2:31]([O:33][C:34]([N:36]1[CH2:37][CH2:38][CH:39]([N:42]([C:20]2[S:21][C:17](=[CH:16][C:12]3[CH:11]=[C:10]4[C:15](=[CH:14][CH:13]=3)[N:7]([CH2:6][C:5]3[CH:25]=[CH:26][C:2]([Cl:1])=[CH:3][C:4]=3[C:27]([F:28])([F:30])[F:29])[N:8]=[CH:9]4)[C:18](=[O:24])[N:19]=2)[CH3:43])[CH2:40][CH2:41]1)=[O:35])[CH3:32].